The task is: Regression. Given a peptide amino acid sequence and an MHC pseudo amino acid sequence, predict their binding affinity value. This is MHC class I binding data.. This data is from Peptide-MHC class I binding affinity with 185,985 pairs from IEDB/IMGT. (1) The peptide sequence is DGLSSVGGY. The MHC is HLA-A26:01 with pseudo-sequence HLA-A26:01. The binding affinity (normalized) is 0.0847. (2) The peptide sequence is APGWLIWTY. The MHC is HLA-B40:02 with pseudo-sequence HLA-B40:02. The binding affinity (normalized) is 0. (3) The peptide sequence is APRGFRAAF. The MHC is HLA-B39:01 with pseudo-sequence HLA-B39:01. The binding affinity (normalized) is 0.0847.